This data is from NCI-60 drug combinations with 297,098 pairs across 59 cell lines. The task is: Regression. Given two drug SMILES strings and cell line genomic features, predict the synergy score measuring deviation from expected non-interaction effect. (1) Drug 1: COC1=CC(=CC(=C1O)OC)C2C3C(COC3=O)C(C4=CC5=C(C=C24)OCO5)OC6C(C(C7C(O6)COC(O7)C8=CC=CS8)O)O. Drug 2: CC(C)(C#N)C1=CC(=CC(=C1)CN2C=NC=N2)C(C)(C)C#N. Cell line: LOX IMVI. Synergy scores: CSS=25.7, Synergy_ZIP=-3.14, Synergy_Bliss=-4.36, Synergy_Loewe=-10.9, Synergy_HSA=-2.20. (2) Drug 1: CC1=C2C(C(=O)C3(C(CC4C(C3C(C(C2(C)C)(CC1OC(=O)C(C(C5=CC=CC=C5)NC(=O)OC(C)(C)C)O)O)OC(=O)C6=CC=CC=C6)(CO4)OC(=O)C)O)C)O. Drug 2: C1CNP(=O)(OC1)N(CCCl)CCCl. Cell line: UACC62. Synergy scores: CSS=33.3, Synergy_ZIP=-0.582, Synergy_Bliss=-2.13, Synergy_Loewe=-36.1, Synergy_HSA=-3.20. (3) Cell line: HS 578T. Drug 1: CC1=C(C(CCC1)(C)C)C=CC(=CC=CC(=CC(=O)O)C)C. Drug 2: CC1CCC2CC(C(=CC=CC=CC(CC(C(=O)C(C(C(=CC(C(=O)CC(OC(=O)C3CCCCN3C(=O)C(=O)C1(O2)O)C(C)CC4CCC(C(C4)OC)O)C)C)O)OC)C)C)C)OC. Synergy scores: CSS=23.6, Synergy_ZIP=1.65, Synergy_Bliss=4.47, Synergy_Loewe=7.49, Synergy_HSA=7.25.